Dataset: Experimentally validated miRNA-target interactions with 360,000+ pairs, plus equal number of negative samples. Task: Binary Classification. Given a miRNA mature sequence and a target amino acid sequence, predict their likelihood of interaction. (1) The miRNA is hsa-miR-7704 with sequence CGGGGUCGGCGGCGACGUG. The protein sequence of the target gene is MLLPRSVSSERAPGVPEPEELWEAEMERLRGSGTPVRGLPYAMMDKRLIWQLREPAGVQTLRWQRWQRRRQTVERRLREAAQRLARGLGLWEGALYEIGGLFGTGIRSYFTFLRFLLLLNLLSLLLTASFVLLPLVWLRPPDPGPTLNLTLQCPGSRQSPPGVLRFHNQLWHVLTGRAFTNTYLFYGAYRVGPESSSVYSIRLAYLLSPLACLLLCFCGTLRRMVKGLPQKTLLGQGYQAPLSAKVFSSWDFCIRVQEAATIKKHEISNEFKVELEEGRRFQLMQQQTRAQTACRLLSYL.... Result: 0 (no interaction). (2) The miRNA is mmu-miR-184-3p with sequence UGGACGGAGAACUGAUAAGGGU. The protein sequence of the target gene is MPFFGNTFSPKKTPPRKSASLSNLHSLDRSTREVELGLEYGSPTMNLAGQSLKFENGQWIAETGVSGGVDRREVQRLRRRNQQLEEENNLLRLKVDILLDMLSESTAESHLMEKELDELRISRKRK. Result: 0 (no interaction). (3) The miRNA is hsa-miR-5194 with sequence UGAGGGGUUUGGAAUGGGAUGG. The protein sequence of the target gene is MANVSKKVSWSGRDRDDEEAAPLLRRTARPGGGTPLLNGAGPGAARQSPRSALFRVGHMSSVELDDELLDPDMDPPHPFPKEIPHNEKLLSLKYESLDYDNSENQLFLEEERRINHTAFRTVEIKRWVICALIGILTGLVACFIDIVVENLAGLKYRVIKGNIDKFTEKGGLSFSLLLWATLNAAFVLVGSVIVAFIEPVAAGSGIPQIKCFLNGVKIPHVVRLKTLVIKVSGVILSVVGGLAVGKEGPMIHSGSVIAAGISQGRSTSLKRDFKIFEYFRRDTEKRDFVSAGAAAGVSAA.... Result: 1 (interaction). (4) The miRNA is hsa-miR-519e-3p with sequence AAGUGCCUCCUUUUAGAGUGUU. The protein sequence of the target gene is MEKSKAKQGENEHMPVNNPSTQIYQLQALASELKTGFTEAMQELTRIQHGEYALEEKVKSCRCSMEEKVTEMKNSLNYFKEELSNAMSMIQAITSKQEEMQQKIEQLQQEKRRESRKVKAKKAQKEEHGAQAGPASAPAPGSAPTQGSPFRSINVPEAGLPSDDFTNMLPSQNYEKAQESRSVHVGDSNVKGMMGPGVNPTTPESDENLKPSLSAEIQSKGHHTPGLWRQPKEGKEWGEEYVTKDHPDKLKDAGQGRHSSLENVLCETSLAAKRQTVALELLESERKYVINISLILKIKA.... Result: 0 (no interaction). (5) The miRNA is hsa-miR-518a-5p with sequence CUGCAAAGGGAAGCCCUUUC. The protein sequence of the target gene is MALKRIHKELNDLARDPPAQCSAGPVGDDMFHWQATIMGPNDSPYQGGVFFLTIHFPTDYPFKPPKVAFTTRIYHPNINSNGSICLDILRSQWSPALTISKVLLSICSLLCDPNPDDPLVPEIARIYKTDREKYNRIAREWTQKYAM. Result: 1 (interaction).